Dataset: Forward reaction prediction with 1.9M reactions from USPTO patents (1976-2016). Task: Predict the product of the given reaction. (1) Given the reactants [F:1][C:2]([F:21])([F:20])[C:3]1[CH:8]=[CH:7][C:6]([C:9]2[CH:14]=[C:13]([CH2:15][C:16]([O:18]C)=[O:17])[CH:12]=[CH:11][N:10]=2)=[CH:5][CH:4]=1.[ClH:22].[CH3:23]O, predict the reaction product. The product is: [ClH:22].[CH3:23][CH:15]([CH:13]1[CH2:12][CH2:11][NH:10][CH:9]([C:6]2[CH:7]=[CH:8][C:3]([C:2]([F:21])([F:20])[F:1])=[CH:4][CH:5]=2)[CH2:14]1)[C:16]([OH:18])=[O:17]. (2) Given the reactants [F:1][C:2]1[CH:19]=[CH:18][C:5]([O:6][CH:7]([C:11]2[CH:16]=[CH:15][C:14]([F:17])=[CH:13][CH:12]=2)[C:8]([OH:10])=O)=[CH:4][CH:3]=1.[NH2:20][C:21]1[S:22][CH:23]=[CH:24][N:25]=1, predict the reaction product. The product is: [F:1][C:2]1[CH:3]=[CH:4][C:5]([O:6][CH:7]([C:11]2[CH:16]=[CH:15][C:14]([F:17])=[CH:13][CH:12]=2)[C:8]([NH:20][C:21]2[S:22][CH:23]=[CH:24][N:25]=2)=[O:10])=[CH:18][CH:19]=1. (3) Given the reactants C([O:5][C:6](=[O:33])[C:7]1[CH:12]=[C:11]([C:13]([N:15]2[C:23]3[C:18](=[CH:19][C:20]([C:24]#[N:25])=[CH:21][CH:22]=3)[CH:17]=[C:16]2[C:26]2[CH:27]=[N:28][CH:29]=[CH:30][CH:31]=2)=[O:14])[CH:10]=[CH:9][C:8]=1[CH3:32])(C)(C)C, predict the reaction product. The product is: [C:24]([C:20]1[CH:19]=[C:18]2[C:23](=[CH:22][CH:21]=1)[N:15]([C:13]([C:11]1[CH:10]=[CH:9][C:8]([CH3:32])=[C:7]([CH:12]=1)[C:6]([OH:33])=[O:5])=[O:14])[C:16]([C:26]1[CH:27]=[N:28][CH:29]=[CH:30][CH:31]=1)=[CH:17]2)#[N:25].